Dataset: Catalyst prediction with 721,799 reactions and 888 catalyst types from USPTO. Task: Predict which catalyst facilitates the given reaction. (1) Product: [Cl:1][C:2]1[CH:7]=[CH:6][CH:5]=[C:4]([F:8])[C:3]=1[C:9]1[NH:13][C:12](=[O:14])[N:11]([C:15]2[CH:16]=[CH:17][C:18]([C:19]([NH:61][CH2:60][C:59]3[CH:62]=[CH:63][C:56]([F:55])=[CH:57][C:58]=3[C:64]([F:67])([F:65])[F:66])=[O:21])=[CH:22][CH:23]=2)[N:10]=1. The catalyst class is: 1. Reactant: [Cl:1][C:2]1[CH:7]=[CH:6][CH:5]=[C:4]([F:8])[C:3]=1[C:9]1[NH:13][C:12](=[O:14])[N:11]([C:15]2[CH:23]=[CH:22][C:18]([C:19]([OH:21])=O)=[CH:17][CH:16]=2)[N:10]=1.C(N(C(C)C)CC)(C)C.CN(C(ON1N=NC2C=CC=CC1=2)=[N+](C)C)C.[B-](F)(F)(F)F.[F:55][C:56]1[CH:63]=[CH:62][C:59]([CH2:60][NH2:61])=[C:58]([C:64]([F:67])([F:66])[F:65])[CH:57]=1. (2) Reactant: [ClH:1].[CH3:2][C@@H:3]([NH:9][CH2:10][CH2:11][P:12]([O:17]CC)(=[O:16])[O:13]CC)[CH2:4][CH2:5][CH2:6][CH2:7][CH3:8]. Product: [ClH:1].[CH3:2][C@@H:3]([NH:9][CH2:10][CH2:11][P:12]([OH:17])(=[O:13])[OH:16])[CH2:4][CH2:5][CH2:6][CH2:7][CH3:8]. The catalyst class is: 33. (3) Reactant: Br.[CH2:2]([O:9][C@H:10]1[C@H:15]([O:16][CH2:17][C:18]2[CH:23]=[CH:22][CH:21]=[CH:20][CH:19]=2)[C@@H:14]([CH2:24][O:25][CH2:26][C:27]2[CH:32]=[CH:31][CH:30]=[CH:29][CH:28]=2)[O:13][CH:12]=[CH:11]1)[C:3]1[CH:8]=[CH:7][CH:6]=[CH:5][CH:4]=1.O.C(=O)([O-])[O-:35].[Na+].[Na+]. Product: [CH2:2]([O:9][C@H:10]1[C@H:15]([O:16][CH2:17][C:18]2[CH:19]=[CH:20][CH:21]=[CH:22][CH:23]=2)[C@@H:14]([CH2:24][O:25][CH2:26][C:27]2[CH:32]=[CH:31][CH:30]=[CH:29][CH:28]=2)[O:13][CH:12]([OH:35])[CH2:11]1)[C:3]1[CH:4]=[CH:5][CH:6]=[CH:7][CH:8]=1. The catalyst class is: 1. (4) Product: [CH:8]1([NH:14][S:16]([C:19]2[CH:28]=[CH:27][C:26]3[NH:25][C:24](=[O:29])[C:23]4[NH:30][CH:31]=[C:32]([C:33]([OH:35])=[O:34])[C:22]=4[C:21]=3[CH:20]=2)(=[O:18])=[O:17])[CH2:13][CH2:12][CH2:11][CH2:10][CH2:9]1. The catalyst class is: 120. Reactant: C(N(CC)CC)C.[CH:8]1([NH2:14])[CH2:13][CH2:12][CH2:11][CH2:10][CH2:9]1.Cl[S:16]([C:19]1[CH:28]=[CH:27][C:26]2[NH:25][C:24](=[O:29])[C:23]3[NH:30][CH:31]=[C:32]([C:33]([OH:35])=[O:34])[C:22]=3[C:21]=2[CH:20]=1)(=[O:18])=[O:17]. (5) Reactant: [F:1][C:2]([F:39])([F:38])[O:3][C:4]1[CH:9]=[CH:8][C:7]([S:10]([N:13]2[CH2:18][CH2:17][C:16](=[N:19][O:20][CH2:21][C@@H:22]3[CH2:30][C:29]4[C:24](=[CH:25][CH:26]=[CH:27][CH:28]=4)[N:23]3C(OC(C)(C)C)=O)[CH2:15][CH2:14]2)(=[O:12])=[O:11])=[CH:6][CH:5]=1.FC(F)(F)C(O)=O. Product: [NH:23]1[C:24]2[C:29](=[CH:28][CH:27]=[CH:26][CH:25]=2)[CH2:30][C@H:22]1[CH2:21][O:20][N:19]=[C:16]1[CH2:15][CH2:14][N:13]([S:10]([C:7]2[CH:6]=[CH:5][C:4]([O:3][C:2]([F:1])([F:39])[F:38])=[CH:9][CH:8]=2)(=[O:12])=[O:11])[CH2:18][CH2:17]1. The catalyst class is: 68. (6) Reactant: [O:1]1[CH2:7][CH2:6][CH2:5][N:4]([S:8]([C:11]2[S:15][C:14]([NH:16]C(=O)C)=[N:13][CH:12]=2)(=[O:10])=[O:9])[CH2:3][CH2:2]1.Cl. Product: [O:1]1[CH2:7][CH2:6][CH2:5][N:4]([S:8]([C:11]2[S:15][C:14]([NH2:16])=[N:13][CH:12]=2)(=[O:10])=[O:9])[CH2:3][CH2:2]1. The catalyst class is: 8. (7) Reactant: [CH3:1][Si:2](Cl)([CH3:4])[CH3:3].CC1N(C(N(C)C)=O)C1.[CH2:15]([O:17][C:18]([CH:20]1[CH2:25][CH2:24][C:23](=[O:26])[CH2:22][CH2:21]1)=[O:19])[CH3:16].C(=O)([O-])O.[Na+]. Product: [CH2:15]([O:17][C:18]([C@@H:20]1[CH2:25][CH2:24][C:23]([O:26][Si:2]([CH3:4])([CH3:3])[CH3:1])=[CH:22][CH2:21]1)=[O:19])[CH3:16]. The catalyst class is: 805. (8) Reactant: Br[C:2]1[CH:3]=[C:4]2[C:8](=[CH:9][CH:10]=1)[C:7](=[O:11])[O:6][CH2:5]2.[B:12]1([B:12]2[O:16][C:15]([CH3:18])([CH3:17])[C:14]([CH3:20])([CH3:19])[O:13]2)[O:16][C:15]([CH3:18])([CH3:17])[C:14]([CH3:20])([CH3:19])[O:13]1.C([O-])(=O)C.[K+].C(Cl)Cl. Product: [CH3:19][C:14]1([CH3:20])[C:15]([CH3:18])([CH3:17])[O:16][B:12]([C:2]2[CH:3]=[C:4]3[C:8](=[CH:9][CH:10]=2)[C:7](=[O:11])[O:6][CH2:5]3)[O:13]1. The catalyst class is: 684.